Dataset: Full USPTO retrosynthesis dataset with 1.9M reactions from patents (1976-2016). Task: Predict the reactants needed to synthesize the given product. (1) Given the product [Br:1][C:2]1[CH:3]=[C:4]([NH:17][C:20]([O:26][C:22]([CH3:25])([CH3:24])[CH3:23])=[O:34])[N:5]=[C:6]([C:8]([O:10][CH3:11])=[O:9])[CH:7]=1, predict the reactants needed to synthesize it. The reactants are: [Br:1][C:2]1[CH:7]=[C:6]([C:8]([O:10][CH3:11])=[O:9])[N:5]=[C:4](C(O)=O)[CH:3]=1.C([N:17]([CH2:20]C)CC)C.[C:22]([OH:26])([CH3:25])([CH3:24])[CH3:23].C1(P(N=[N+]=[N-])(C2C=CC=CC=2)=[O:34])C=CC=CC=1. (2) Given the product [C:1]([C:5]1[CH:6]=[CH:7][C:8]([N:11]2[CH:12]([C:31]3[CH:36]=[CH:35][C:34]([N+:37]([O-:39])=[O:38])=[CH:33][CH:32]=3)[CH2:13][CH2:14][CH:15]2[C:16]2[CH:21]=[CH:20][C:19]([C:45]3[N:44]=[C:43]([C@@H:46]4[CH2:50][CH2:49][CH2:48][N:47]4[C:51]([O:53][C:54]([CH3:57])([CH3:56])[CH3:55])=[O:52])[NH:42][CH:41]=3)=[CH:18][CH:17]=2)=[CH:9][CH:10]=1)([CH3:2])([CH3:4])[CH3:3], predict the reactants needed to synthesize it. The reactants are: [C:1]([C:5]1[CH:10]=[CH:9][C:8]([N:11]2[CH:15]([C:16]3[CH:21]=[CH:20][C:19](B4OC(C)(C)C(C)(C)O4)=[CH:18][CH:17]=3)[CH2:14][CH2:13][CH:12]2[C:31]2[CH:36]=[CH:35][C:34]([N+:37]([O-:39])=[O:38])=[CH:33][CH:32]=2)=[CH:7][CH:6]=1)([CH3:4])([CH3:3])[CH3:2].Br[C:41]1[N:42]=[C:43]([C@@H:46]2[CH2:50][CH2:49][CH2:48][N:47]2[C:51]([O:53][C:54]([CH3:57])([CH3:56])[CH3:55])=[O:52])[NH:44][CH:45]=1.C(O)C.C(=O)(O)[O-].[Na+]. (3) Given the product [C:8]12([NH:18][C:19](=[O:32])[CH2:20][NH:21][CH2:22][CH2:23][CH3:24])[CH2:17][CH:12]3[CH2:11][CH:10]([CH2:16][CH:14]([CH2:13]3)[CH2:15]1)[CH2:9]2, predict the reactants needed to synthesize it. The reactants are: Cl.C(OCC)(=O)C.[C:8]12([NH:18][C:19](=[O:32])[CH2:20][N:21](C(OC(C)(C)C)=O)[CH2:22][CH2:23][CH3:24])[CH2:17][CH:12]3[CH2:13][CH:14]([CH2:16][CH:10]([CH2:11]3)[CH2:9]1)[CH2:15]2. (4) Given the product [CH:1]([C:4]1[N:13]=[C:12]([OH:33])[C:11]2[C:6](=[CH:7][C:8]([O:30][CH3:31])=[C:9]([O:28][CH3:29])[CH:10]=2)[N:5]=1)([CH3:3])[CH3:2], predict the reactants needed to synthesize it. The reactants are: [CH:1]1([C:4]2[N:13]=[C:12](N3CCN(C4C=CC=CC=4OC)CC3)[C:11]3[C:6](=[CH:7][C:8]([O:30][CH3:31])=[C:9]([O:28][CH3:29])[CH:10]=3)[N:5]=2)[CH2:3][CH2:2]1.C[O:33]C1C=C(C(OC)=O)C(N)=CC=1OC.C(#N)C(C)C. (5) Given the product [F:17][C:15]1[CH:16]=[C:11]([CH2:10][C@@H:9]([C:19]2[C:24]([C:25]3[CH:26]=[CH:27][C:28]([F:34])=[C:29]([CH:33]=3)[C:30]([NH2:32])=[O:31])=[CH:23][CH:22]=[CH:21][N:20]=2)[NH:8][C:48](=[O:49])[CH2:47][CH:41]2[C:40]3[C:44](=[CH:45][C:37]([O:36][CH3:35])=[CH:38][CH:39]=3)[NH:43][C:42]2=[O:46])[CH:12]=[C:13]([F:18])[CH:14]=1, predict the reactants needed to synthesize it. The reactants are: FC(F)(F)C(O)=O.[NH2:8][C@H:9]([C:19]1[C:24]([C:25]2[CH:26]=[CH:27][C:28]([F:34])=[C:29]([CH:33]=2)[C:30]([NH2:32])=[O:31])=[CH:23][CH:22]=[CH:21][N:20]=1)[CH2:10][C:11]1[CH:16]=[C:15]([F:17])[CH:14]=[C:13]([F:18])[CH:12]=1.[CH3:35][O:36][C:37]1[CH:45]=[C:44]2[C:40]([CH:41]([CH2:47][C:48](O)=[O:49])[C:42](=[O:46])[NH:43]2)=[CH:39][CH:38]=1.